From a dataset of Peptide-MHC class I binding affinity with 185,985 pairs from IEDB/IMGT. Regression. Given a peptide amino acid sequence and an MHC pseudo amino acid sequence, predict their binding affinity value. This is MHC class I binding data. (1) The peptide sequence is EVFEIIRSY. The MHC is HLA-A01:01 with pseudo-sequence HLA-A01:01. The binding affinity (normalized) is 0.0847. (2) The peptide sequence is GIALAVPCV. The MHC is HLA-A03:01 with pseudo-sequence HLA-A03:01. The binding affinity (normalized) is 0.0847. (3) The peptide sequence is LAPVPIPFAA. The MHC is Mamu-A2201 with pseudo-sequence Mamu-A2201. The binding affinity (normalized) is 0.00203. (4) The peptide sequence is KLDAWLLPF. The MHC is HLA-A03:01 with pseudo-sequence HLA-A03:01. The binding affinity (normalized) is 0.0847. (5) The MHC is HLA-B58:01 with pseudo-sequence HLA-B58:01. The peptide sequence is YFYYNAFHWAI. The binding affinity (normalized) is 0.0847. (6) The binding affinity (normalized) is 0.891. The MHC is HLA-A02:01 with pseudo-sequence HLA-A02:01. The peptide sequence is KLSCAVHLI. (7) The peptide sequence is VMCGGSLYVK. The MHC is HLA-A11:01 with pseudo-sequence HLA-A11:01. The binding affinity (normalized) is 0.645. (8) The peptide sequence is SYINRTGTF. The MHC is HLA-B40:01 with pseudo-sequence HLA-B40:01. The binding affinity (normalized) is 0.0847. (9) The peptide sequence is AIIRILQQL. The MHC is HLA-B58:01 with pseudo-sequence HLA-B58:01. The binding affinity (normalized) is 0.199. (10) The peptide sequence is KNNFWFWEY. The MHC is SLA-30401 with pseudo-sequence SLA-30401. The binding affinity (normalized) is 0.770.